This data is from Peptide-MHC class II binding affinity with 134,281 pairs from IEDB. The task is: Regression. Given a peptide amino acid sequence and an MHC pseudo amino acid sequence, predict their binding affinity value. This is MHC class II binding data. The peptide sequence is DRDFIEGVHGGTWVS. The MHC is HLA-DQA10103-DQB10603 with pseudo-sequence HLA-DQA10103-DQB10603. The binding affinity (normalized) is 0.